From a dataset of Full USPTO retrosynthesis dataset with 1.9M reactions from patents (1976-2016). Predict the reactants needed to synthesize the given product. (1) The reactants are: [CH2:1]([N:8]1[CH:16]=[C:15]2[C:10]([CH:11]=[C:12]([C:17]3[CH:18]=[C:19]([CH:27]4[CH2:31][CH2:30][NH:29][CH2:28]4)[N:20]4[C:25]=3[C:24]([NH2:26])=[N:23][CH:22]=[N:21]4)[CH:13]=[CH:14]2)=[N:9]1)[C:2]1[CH:7]=[CH:6][CH:5]=[CH:4][CH:3]=1.[C:32](OC(=O)C)(=[O:34])[CH3:33]. Given the product [C:32]([N:29]1[CH2:30][CH2:31][CH:27]([C:19]2[N:20]3[C:25]([C:24]([NH2:26])=[N:23][CH:22]=[N:21]3)=[C:17]([C:12]3[CH:13]=[CH:14][C:15]4[C:10]([CH:11]=3)=[N:9][N:8]([CH2:1][C:2]3[CH:3]=[CH:4][CH:5]=[CH:6][CH:7]=3)[CH:16]=4)[CH:18]=2)[CH2:28]1)(=[O:34])[CH3:33], predict the reactants needed to synthesize it. (2) Given the product [CH2:5]([C:4]1[N:8]=[C:9]2[CH:14]=[CH:13][C:12]([I:15])=[CH:11][N:10]2[C:2]=1[CH3:3])[CH3:6], predict the reactants needed to synthesize it. The reactants are: Br[CH:2]([C:4](=O)[CH2:5][CH3:6])[CH3:3].[NH2:8][C:9]1[CH:14]=[CH:13][C:12]([I:15])=[CH:11][N:10]=1.